Dataset: Forward reaction prediction with 1.9M reactions from USPTO patents (1976-2016). Task: Predict the product of the given reaction. Given the reactants CN(C)[CH:3]=[CH:4][C:5]([C:7]1[CH:12]=[CH:11][C:10]([O:13][CH3:14])=[CH:9][C:8]=1[OH:15])=[O:6].[I:17]N1C(=O)CCC1=O.CO, predict the reaction product. The product is: [I:17][C:4]1[C:5](=[O:6])[C:7]2[C:8](=[CH:9][C:10]([O:13][CH3:14])=[CH:11][CH:12]=2)[O:15][CH:3]=1.